Dataset: Reaction yield outcomes from USPTO patents with 853,638 reactions. Task: Predict the reaction yield, written as a fraction of the theoretical maximum amount of product (1.0 means a 100% yield; for example, 0.34 means a 34% yield). (1) The product is [NH2:8][C:5]1[N:6]=[CH:7][C:2]([C:24]2[CH:23]=[CH:22][C:21](=[O:35])[N:20]([CH3:19])[CH:25]=2)=[N:3][C:4]=1[C:9]1[NH:13][C:12]2[CH:14]=[C:15]([CH3:18])[CH:16]=[CH:17][C:11]=2[N:10]=1. The catalyst is CN(C=O)C.CCOC(C)=O. The yield is 0.400. The reactants are Br[C:2]1[N:3]=[C:4]([C:9]2[NH:13][C:12]3[CH:14]=[C:15]([CH3:18])[CH:16]=[CH:17][C:11]=3[N:10]=2)[C:5]([NH2:8])=[N:6][CH:7]=1.[CH3:19][N:20]1[CH:25]=[C:24](B2OC(C)(C)C(C)(C)O2)[CH:23]=[CH:22][C:21]1=[O:35].C(=O)([O-])[O-].[K+].[K+]. (2) The reactants are [N:12]1[C:14]2[C:5](=[CH:6][CH:7]=[C:8]3[C:13]=2[N:12]=[CH:14][CH:5]=[CH:6]3)[CH:7]=[CH:8][CH:13]=1.[C:15]([O-:18])([O-])=O.[Cs+].[Cs+].I[C:22]1[CH:28]=CC(N)=C[CH:23]=1. The catalyst is [Cu]I.C(O)CCC. The product is [CH2:15]([O:18][C:6]1[CH:5]=[CH:14][C:13]([NH2:12])=[CH:8][CH:7]=1)[CH2:23][CH2:22][CH3:28]. The yield is 0.400. (3) The catalyst is C1COCC1. The product is [CH3:22][O:21][C:18]1[CH:19]=[CH:12][C:11]2[N:10]=[C:9]([NH2:8])[O:23][C:16]=2[CH:17]=1. The reactants are [N:8]1(C([N:8]2[CH:12]=[CH:11][N:10]=[CH:9]2)=N)[CH:12]=[CH:11][N:10]=[CH:9]1.Cl.NC1C=[CH:19][C:18]([O:21][CH3:22])=[CH:17][C:16]=1[OH:23].C(N(CC)CC)C. The yield is 0.900. (4) The reactants are [C:1]([O:5][C:6](=[O:20])[C@@H:7]([NH:11][CH2:12][C:13]1[CH:18]=[CH:17][CH:16]=[CH:15][C:14]=1[NH2:19])[CH:8]([CH3:10])[CH3:9])([CH3:4])([CH3:3])[CH3:2].[C:21](N1C=CN=C1)(N1C=CN=C1)=[O:22]. The catalyst is C1COCC1. The product is [C:1]([O:5][C:6](=[O:20])[C@@H:7]([N:11]1[CH2:12][C:13]2[C:14](=[CH:15][CH:16]=[CH:17][CH:18]=2)[NH:19][C:21]1=[O:22])[CH:8]([CH3:10])[CH3:9])([CH3:3])([CH3:4])[CH3:2]. The yield is 0.380. (5) The reactants are C(N(CC)CC)C.[CH3:8][C:9]1[NH:13][N:12]=[C:11]([O:14][C:15]2[CH:20]=[CH:19][CH:18]=[CH:17][CH:16]=2)[CH:10]=1.[CH2:21]([N:23]=[C:24]=[O:25])[CH3:22].Cl. The catalyst is C(OCC)(=O)C. The product is [CH2:21]([NH:23][C:24]([N:13]1[C:9]([CH3:8])=[CH:10][C:11]([O:14][C:15]2[CH:16]=[CH:17][CH:18]=[CH:19][CH:20]=2)=[N:12]1)=[O:25])[CH3:22]. The yield is 0.564. (6) The reactants are Br[C:2]1[N:7]=[CH:6][C:5]([C:8]2[CH:9]=[N:10][C:11]([NH2:26])=[C:12]([O:14][CH:15]([C:17]3[C:22]([Cl:23])=[CH:21][CH:20]=[C:19]([F:24])[C:18]=3[Cl:25])[CH3:16])[CH:13]=2)=[CH:4][CH:3]=1.[N:27]1([CH:32]2[CH2:37][CH2:36][NH:35][CH2:34][CH2:33]2)[CH2:31][CH2:30][CH2:29][CH2:28]1. The catalyst is CN1CCCC1=O. The product is [Cl:25][C:18]1[C:19]([F:24])=[CH:20][CH:21]=[C:22]([Cl:23])[C:17]=1[CH:15]([O:14][C:12]1[CH:13]=[C:8]([C:5]2[CH:4]=[CH:3][C:2]([N:35]3[CH2:36][CH2:37][CH:32]([N:27]4[CH2:31][CH2:30][CH2:29][CH2:28]4)[CH2:33][CH2:34]3)=[N:7][CH:6]=2)[CH:9]=[N:10][C:11]=1[NH2:26])[CH3:16]. The yield is 0.500. (7) The product is [C:15]([O:14][C:13](=[O:19])[NH:12][CH2:11][CH2:10][N:9]([CH2:8][C:7]1[CH:38]=[CH:39][CH:40]=[CH:41][C:6]=1[O:5][C:1]([CH3:2])([CH3:3])[CH3:4])[CH2:20][CH2:21][CH2:22][CH2:23][CH2:24][CH2:25][N:26]1[CH2:31][CH2:30][CH:29]([C:32]2[CH:33]=[CH:34][CH:35]=[CH:36][C:37]=2[O:54][CH3:53])[CH2:28][CH2:27]1)([CH3:18])([CH3:17])[CH3:16]. The yield is 0.634. No catalyst specified. The reactants are [C:1]([O:5][C:6]1[CH:41]=[CH:40][CH:39]=[CH:38][C:7]=1[CH2:8][N:9]([CH2:20][CH2:21][CH2:22][CH2:23][CH2:24][CH2:25][N:26]1[CH2:31][CH2:30][CH:29]([C:32]2[CH:37]=[CH:36][CH:35]=[CH:34][CH:33]=2)[CH2:28][CH2:27]1)[CH2:10][CH2:11][NH:12][C:13](=[O:19])[O:14][C:15]([CH3:18])([CH3:17])[CH3:16])([CH3:4])([CH3:3])[CH3:2].BrCCCCCCN(CC1C=CC=CC=1OC(C)(C)C)CCN[C:53](=O)[O:54]C(C)(C)C.COC1CC(C2C=CC=CC=2)CCN1.C([O-])([O-])=O.[K+].[K+]. (8) The reactants are [I:1]I.N(OC(C)(C)C)=O.N[C:11]1[CH:12]=[C:13]([C:25](=[O:27])[CH3:26])[S:14][C:15]=1[S:16][C:17]1[CH:22]=[CH:21][C:20]([Cl:23])=[CH:19][C:18]=1[Cl:24]. The catalyst is C(#N)C. The product is [Cl:24][C:18]1[CH:19]=[C:20]([Cl:23])[CH:21]=[CH:22][C:17]=1[S:16][C:15]1[S:14][C:13]([C:25](=[O:27])[CH3:26])=[CH:12][C:11]=1[I:1]. The yield is 0.462. (9) The reactants are [C:1]([C:5]1[CH:10]=[CH:9][C:8]([C:11]2[C:12]3[N:13]([CH:21]=[CH:22][CH:23]=3)[CH2:14][CH2:15][CH2:16][C:17]=2C(O)=O)=[CH:7][CH:6]=1)([CH3:4])([CH3:3])[CH3:2].C1(P(N=[N+]=[N-])(C2C=CC=CC=2)=[O:31])C=CC=CC=1.C([N:43]([CH2:46]C)CC)C.[Cl:48][C:49]1[CH:55]=[CH:54][C:52]([NH2:53])=[CH:51][CH:50]=1. The catalyst is C1C=CC=CC=1.C(OCC)(=O)C. The product is [C:1]([C:5]1[CH:10]=[CH:9][C:8]([C:11]2[C:12]3[N:13]([CH:21]=[CH:22][CH:23]=3)[CH2:14][CH2:15][CH2:16][C:17]=2[NH:43][C:46]([NH:53][C:52]2[CH:54]=[CH:55][C:49]([Cl:48])=[CH:50][CH:51]=2)=[O:31])=[CH:7][CH:6]=1)([CH3:3])([CH3:2])[CH3:4]. The yield is 0.250. (10) The reactants are [F:1][C:2]([F:36])([F:35])[C:3]1[CH:4]=[N:5][N:6]([C:8]2[CH:34]=[CH:33][C:11]([O:12][CH:13]([C:17]3[CH:32]=[CH:31][C:20]([C:21]([NH:23][CH2:24][CH2:25][C:26]([O:28]CC)=[O:27])=[O:22])=[CH:19][N:18]=3)[CH2:14][CH2:15][CH3:16])=[CH:10][CH:9]=2)[CH:7]=1.[OH-].[Na+].Cl. The catalyst is CO. The product is [F:36][C:2]([F:1])([F:35])[C:3]1[CH:4]=[N:5][N:6]([C:8]2[CH:9]=[CH:10][C:11]([O:12][CH:13]([C:17]3[CH:32]=[CH:31][C:20]([C:21]([NH:23][CH2:24][CH2:25][C:26]([OH:28])=[O:27])=[O:22])=[CH:19][N:18]=3)[CH2:14][CH2:15][CH3:16])=[CH:33][CH:34]=2)[CH:7]=1. The yield is 1.00.